Dataset: Experimentally validated miRNA-target interactions with 360,000+ pairs, plus equal number of negative samples. Task: Binary Classification. Given a miRNA mature sequence and a target amino acid sequence, predict their likelihood of interaction. (1) The miRNA is hsa-miR-548v with sequence AGCUACAGUUACUUUUGCACCA. The protein sequence of the target gene is MVTCAHLGRRARLPAAQPSACPGTCFSQEERMAAGYLPRWSQELVTFEDVSMDFSQEEWELLEPAQKNLYREVMLENYRNVVSLEALKNQCTDVGIKEGPLSPAQTSQVTSLSSWTGYLLFQPVASSHLEQREALWIEEKGTPQASCSDWMTVLRNQDSTYKKVALQEEPASGINMIKLIREDGGWKQLEDSHEDPQGLLSQKASLHVVAVPQEKATAWHGFGENGNLSPALVLSQGSSKGNHLCGSELDITSLASDSVLNHHQLGYADRRPCESNECGNAIRQNSHFIQHGGKMFVYLE.... Result: 0 (no interaction). (2) The protein sequence of the target gene is MDVAAAALPAFVALWLLYPWPLLGSALGQFSAGGCTFDDGPGACDYHQDLYDDFEWVHVSAQEPHYLPPEMPQGSYMVVDSSNHDPGEKARLQLPTMKENDTHCIDFSYLLYSQKGLNPGTLNILVRVNKGPLANPIWNVTGFTGRDWLRAELAVSTFWPNEYQVIFEAEVSGGRSGYIAIDDIQVLSYPCDKSPHFLRLGDVEVNAGQNATFQCIATGRDAVHNKLWLQRRNGEDIPVAQTKNINHRRFAASFRLQEVTKTDQDLYRCVTQSERGSGVSNFAQLIVREPPRPIAPPQLL.... Result: 0 (no interaction). The miRNA is hsa-miR-6513-3p with sequence UCAAGUGUCAUCUGUCCCUAG. (3) The miRNA is hsa-miR-380-5p with sequence UGGUUGACCAUAGAACAUGCGC. The protein sequence of the target gene is MMANDAKPDVKTVQVLRDTANRLRIHSIRATCASGSGQLTSCCSAAEVVSVLFFHTMKYKQTDPEHPDNDRFILSRGHAAPILYAAWVEVGDISESDLLNLRKLHSDLERHPTPRLPFVDVATGSLGQGLGTACGMAYTGKYLDKASYRVFCLMGDGESSEGSVWEAFAFASHYNLDNLVAVFDVNRLGQSGPAPLEHGADIYQNCCEAFGWNTYLVDGHDVEALCQAFWQASQVKNKPTAIVAKTFKGRGIPNIEDAENWHGKPVPKERADAIVKLIESQIQTNENLIPKSPVEDSPQI.... Result: 0 (no interaction). (4) The miRNA is dre-miR-144-3p with sequence UACAGUAUAGAUGAUGUACU. The protein sequence of the target gene is MRPAALLLLPSLLALLAHGLSSEAPITGEGHATGIRETDGELTAAPTPEQSDRGVHFVTTAPTLKLLNHHPLLEEFLQEGLEREEAPQPALPFQPDSPTHFTPSPLPRLTNQDNRPVFTSPTPAVAAAPTQPHSREKPWNLESKPPELSITSSLPPGPSMAVPTLLPEDRPSTTPPSQAWTPTQEGPGDMDRPWVPEVMSKTTGLGVEGTIATSTASGDDEETTTTIITTTVTTVQPPGPCSWNFSGPEGSLDSPTAPSSPSDVGLDCFYYISVYPGYGVEIKVENISLQEGETITVEGL.... Result: 0 (no interaction). (5) The miRNA is mmu-miR-546 with sequence AUGGUGGCACGGAGUC. The protein sequence of the target gene is MANSAKAEEYEKMSLEQAKASVNSETESSFNINENTTASGTGLSEKTSVCRQVDIARKRKEFEDDLVKESSSCGKDTPSKKRKLDPEIVPEEKDCGDAEGNSKKRKRETEDVPKDKSSTGDGTQNKRKIALEDVPEKQKNLEEGHSSTVAAHYNELQEVGLEKRSQSRIFYLRNFNNWMKSVLIGEFLEKVRQKKKRDITVLDLGCGKGGDLLKWKKGRINKLVCTDIADVSVKQCQQRYEDMKNRRDSEYIFSAEFITADSSKELLIDKFRDPQMCFDICSCQFVCHYSFESYEQADMM.... Result: 0 (no interaction). (6) The miRNA is hsa-miR-376a-2-5p with sequence GGUAGAUUUUCCUUCUAUGGU. The protein sequence of the target gene is MMKKKKFKFKVDFELEELSSVPFVNGVLFCKMRLLDGGSFTAESSREVVQANCVRWRKKFSFMCKMSASAATGILDPCIYRVSVRKELKGGKAYAKLGFADLNLAEFAGSGNTTRRCLLEGYDTKNTRQDNSILKVLISMQLMSGDPCFKTPPSTSMSIPIAGESESLQEDRKGGETLKVHLGIADLSAKSASVPDELGACGHSRTSSYASQQSKVSGYSTCHSRSSSFSELCHRRNTSVGSTSTGVESILEPCDEIEQKIAEPNLDTADKEDTASEKLSRCPVKQDSVESQLKRVDDTR.... Result: 1 (interaction). (7) The miRNA is rno-miR-543-5p with sequence AAGUUGCCCGCGUGUUUUUCG. Result: 0 (no interaction). The protein sequence of the target gene is MKIKDAKKPSFPWFGMDIGGTLVKLSYFEPIDITAEEEQEEVESLKSIRKYLTSNVAYGSTGIRDVHLELKDLTLFGRRGNLHFIRFPTQDLPTFIQMGRDKNFSTLQTVLSATGGGAYKFEKDFRTIGNLHLHKLDELDCLVKGLLYIDSVSFNGQAECYYFANASEPERCQKMPFNLDDPYPLLVVNIGSGVSILAVHSKDNYKRVTGTSLGGGTFLGLCSLLTGCESFEEALEMASKGDSTQADRLVRDIYGGDYERFGLPGWAVASSFGNMIYKEKRETVSKEDLARATLVTITNN.... (8) The miRNA is hsa-miR-106a-5p with sequence AAAAGUGCUUACAGUGCAGGUAG. The protein sequence of the target gene is MDPLSELQDDLTLDDTSEALNQLKLASIDEKNWPSDEMPDFPKSDDSKSSSPELVTHLKWDDPYYDIARHQIVEVAGDDKYGRKIIVFSACRMPPSHQLDHSKLLGYLKHTLDQYVESDYTLLYLHHGLTSDNKPSLSWLRDAYREFDRKYKKNIKALYIVHPTMFIKTLLILFKPLISFKFGQKIFYVNYLSELSEHVKLEQLGIPRQVLKYDDFLKSTQKSPATAPKPMPPRPPLPNQQFGVSLQHLQEKNPEQEPIPIVLRETVAYLQAHALTTEGIFRRSANTQVVREVQQKYNMG.... Result: 1 (interaction).